Task: Predict which catalyst facilitates the given reaction.. Dataset: Catalyst prediction with 721,799 reactions and 888 catalyst types from USPTO (1) Reactant: C(N(CC)CC)C.[Cl:8][C:9]1[CH:10]=[C:11]2[C:16](=[CH:17][CH:18]=1)[CH:15]=[C:14]([SH:19])[CH:13]=[CH:12]2.Br[CH:21]1[CH2:26][CH2:25][N:24]([C:27]([O:29][C:30]([CH3:33])([CH3:32])[CH3:31])=[O:28])[CH2:23][CH2:22]1.O. Product: [Cl:8][C:9]1[CH:10]=[C:11]2[C:16](=[CH:17][CH:18]=1)[CH:15]=[C:14]([S:19][CH:21]1[CH2:26][CH2:25][N:24]([C:27]([O:29][C:30]([CH3:33])([CH3:32])[CH3:31])=[O:28])[CH2:23][CH2:22]1)[CH:13]=[CH:12]2. The catalyst class is: 10. (2) Reactant: [CH3:1][NH:2][S:3]([CH2:6][CH2:7][C:8]1[CH:9]=[C:10]2[C:14](=[CH:15][CH:16]=1)[NH:13][CH:12]=[CH:11]2)(=[O:5])=[O:4].[CH3:17][N:18]1[CH2:23][CH2:22][C:21](=O)[CH2:20][CH2:19]1.FC(F)(F)C(O)=O.C(=O)(O)[O-].[Na+]. Product: [CH3:1][NH:2][S:3]([CH2:6][CH2:7][C:8]1[CH:9]=[C:10]2[C:14](=[CH:15][CH:16]=1)[NH:13][CH:12]=[C:11]2[C:21]1[CH2:22][CH2:23][N:18]([CH3:17])[CH2:19][CH:20]=1)(=[O:5])=[O:4]. The catalyst class is: 8. (3) Reactant: [NH2:1][C:2]1[N:7]=[C:6]([NH2:8])[CH:5]=[CH:4][N:3]=1.[Br:9]Br. Product: [NH2:1][C:2]1[N:7]=[C:6]([NH2:8])[C:5]([Br:9])=[CH:4][N:3]=1. The catalyst class is: 15. (4) Reactant: [C:1]([C:3]1[CH:4]=[C:5]([CH:16]=[CH:17][CH:18]=1)[CH:6]=[N:7][NH:8][C:9]([O:11][C:12]([CH3:15])([CH3:14])[CH3:13])=[O:10])#[N:2]. Product: [C:1]([C:3]1[CH:4]=[C:5]([CH:16]=[CH:17][CH:18]=1)[CH2:6][NH:7][NH:8][C:9]([O:11][C:12]([CH3:13])([CH3:14])[CH3:15])=[O:10])#[N:2]. The catalyst class is: 19. (5) Reactant: [Br:1][C@@H:2]1[C@H:8]2[CH2:9][C@H:5]([C:6](=[O:10])[O:7]2)[CH2:4][CH2:3]1.[NH3:11].CO. Product: [Br:1][C@H:2]1[CH2:3][CH2:4][C@@H:5]([C:6]([NH2:11])=[O:10])[CH2:9][C@H:8]1[OH:7]. The catalyst class is: 1. (6) Reactant: [CH2:1]([O:8][C:9]1[C:17]2[N:16]=[C:15]([CH3:18])[NH:14][C:13]=2[CH:12]=[C:11]([Br:19])[CH:10]=1)[C:2]1[CH:7]=[CH:6][CH:5]=[CH:4][CH:3]=1.C(N(CC)CC)C.CN(C)C=O.ClCCl.Cl[CH2:36][O:37][CH2:38][CH2:39][Si:40]([CH3:43])([CH3:42])[CH3:41]. Product: [CH2:1]([O:8][C:9]1[C:17]2[N:16]=[C:15]([CH3:18])[N:14]([CH2:36][O:37][CH2:38][CH2:39][Si:40]([CH3:43])([CH3:42])[CH3:41])[C:13]=2[CH:12]=[C:11]([Br:19])[CH:10]=1)[C:2]1[CH:3]=[CH:4][CH:5]=[CH:6][CH:7]=1. The catalyst class is: 6. (7) Reactant: O.NN.[CH3:4][C:5]1[N:6]([C:19]([C:32]2[CH:37]=[CH:36][CH:35]=[CH:34][CH:33]=2)([C:26]2[CH:31]=[CH:30][CH:29]=[CH:28][CH:27]=2)[C:20]2[CH:25]=[CH:24][CH:23]=[CH:22][CH:21]=2)[CH:7]=[C:8]([C:10]([C:12]2([C:15]([F:18])([F:17])[F:16])[CH2:14][CH2:13]2)=O)[N:9]=1.[OH-].[K+].O. Product: [CH3:4][C:5]1[N:6]([C:19]([C:32]2[CH:37]=[CH:36][CH:35]=[CH:34][CH:33]=2)([C:26]2[CH:27]=[CH:28][CH:29]=[CH:30][CH:31]=2)[C:20]2[CH:21]=[CH:22][CH:23]=[CH:24][CH:25]=2)[CH:7]=[C:8]([CH2:10][C:12]2([C:15]([F:16])([F:17])[F:18])[CH2:13][CH2:14]2)[N:9]=1. The catalyst class is: 196. (8) Reactant: [F:1][C:2]1[CH:9]=[CH:8][CH:7]=[C:6]([CH3:10])[C:3]=1[C:4]#[N:5].C1C(=O)N([Br:18])C(=O)C1. Product: [Br:18][C:7]1[C:6]([CH3:10])=[C:3]([C:2]([F:1])=[CH:9][CH:8]=1)[C:4]#[N:5]. The catalyst class is: 82. (9) Reactant: F[C:2](F)(F)C(O)=O.[Cl:8][C:9]1[N:10]=[C:11]([N:18]2[CH2:23][CH2:22][O:21][CH2:20][CH2:19]2)[C:12]2[CH2:17][NH:16][CH2:15][C:13]=2[N:14]=1.C=O.CCN(CC)CC.C(O[BH-](OC(=O)C)OC(=O)C)(=O)C.[Na+].[OH-].[Na+]. Product: [Cl:8][C:9]1[N:10]=[C:11]([N:18]2[CH2:19][CH2:20][O:21][CH2:22][CH2:23]2)[C:12]2[CH2:17][N:16]([CH3:2])[CH2:15][C:13]=2[N:14]=1. The catalyst class is: 3. (10) Reactant: [CH:1]1([N:6]2[C:11]3[N:12]=[C:13]([NH:17][CH3:18])[N:14]=[C:15]([CH3:16])[C:10]=3[CH:9]=[C:8]([C:19](O)=[O:20])[C:7]2=[O:22])[CH2:5][CH2:4][CH2:3][CH2:2]1.[NH2:23][C:24]1[CH:28]=[CH:27][NH:26][N:25]=1.CN(C(ON1N=NC2C=CC=NC1=2)=[N+](C)C)C.F[P-](F)(F)(F)(F)F.C(N(CC)CC)C. Product: [NH:26]1[CH:27]=[CH:28][C:24]([NH:23][C:19]([C:8]2[C:7](=[O:22])[N:6]([CH:1]3[CH2:2][CH2:3][CH2:4][CH2:5]3)[C:11]3[N:12]=[C:13]([NH:17][CH3:18])[N:14]=[C:15]([CH3:16])[C:10]=3[CH:9]=2)=[O:20])=[N:25]1. The catalyst class is: 3.